This data is from Orexin1 receptor HTS with 218,158 compounds and 233 confirmed actives. The task is: Binary Classification. Given a drug SMILES string, predict its activity (active/inactive) in a high-throughput screening assay against a specified biological target. (1) The drug is s1c(C(=O)C\C(=N/NC(=O)c2ccncc2)C(F)(F)F)ccc1. The result is 0 (inactive). (2) The molecule is O=C(NCCC(C)C)c1nn(Cc2ccccc2)c(=O)c2c1cccc2. The result is 0 (inactive). (3) The molecule is S(=O)(=O)(N1CCCCC1)CCNC(=O)c1cc(OC)ccc1. The result is 0 (inactive). (4) The molecule is S(=O)(=O)(N1CCN(CC1)c1c2c(nccc2)c([N+]([O-])=O)cc1)c1ccccc1. The result is 0 (inactive). (5) The molecule is O(\N=C(/N)c1ncccc1)C(=O)c1ccc([N+]([O-])=O)cc1. The result is 0 (inactive). (6) The drug is O=C(NCCN1C(CN2C(CN=C12)Cc1ccccc1)Cc1ccc(O)cc1)CCC1CCCCC1. The result is 0 (inactive). (7) The drug is O=C(N\N=C\C=C/c1occc1)CN1CCN(CC1)Cc1ccccc1. The result is 0 (inactive).